Predict which catalyst facilitates the given reaction. From a dataset of Catalyst prediction with 721,799 reactions and 888 catalyst types from USPTO. (1) Reactant: [CH3:1][O:2][C:3]1[C:8]([O:9]C)=[C:7]([C:11]#[C:12][C:13]2[CH:18]=[CH:17][C:16]([C:19]3([NH:23][C:24](=[O:30])[O:25][C:26]([CH3:29])([CH3:28])[CH3:27])[CH2:22][CH2:21][CH2:20]3)=[CH:15][CH:14]=2)[CH:6]=[CH:5][N:4]=1.[I:31]Cl. Product: [I:31][C:11]1[C:7]2[C:8](=[C:3]([O:2][CH3:1])[N:4]=[CH:5][CH:6]=2)[O:9][C:12]=1[C:13]1[CH:18]=[CH:17][C:16]([C:19]2([NH:23][C:24](=[O:30])[O:25][C:26]([CH3:29])([CH3:28])[CH3:27])[CH2:22][CH2:21][CH2:20]2)=[CH:15][CH:14]=1. The catalyst class is: 2. (2) Reactant: N1C=CC=CC=1.[F:7][C:8]1[CH:13]=[CH:12][C:11]([NH2:14])=[C:10]([O:15][CH2:16][CH2:17][O:18][CH3:19])[CH:9]=1.[N:20]1([C:26]2[N:27]=[C:28]([CH2:33][C:34]([O-])=[O:35])[NH:29][C:30](=[O:32])[CH:31]=2)[CH2:25][CH2:24][O:23][CH2:22][CH2:21]1.[Na+]. Product: [F:7][C:8]1[CH:13]=[CH:12][C:11]([NH:14][C:34](=[O:35])[CH2:33][C:28]2[NH:29][C:30](=[O:32])[CH:31]=[C:26]([N:20]3[CH2:25][CH2:24][O:23][CH2:22][CH2:21]3)[N:27]=2)=[C:10]([O:15][CH2:16][CH2:17][O:18][CH3:19])[CH:9]=1. The catalyst class is: 9. (3) Reactant: [NH2:1][C:2]1[N:7]=[C:6]([C:8]2[O:9][CH:10]=[CH:11][CH:12]=2)[C:5]([C:13]#[N:14])=[C:4](SC)[N:3]=1.[OH-:17].[Na+]. Product: [NH2:1][C:2]1[NH:3][C:4](=[O:17])[C:5]([C:13]#[N:14])=[C:6]([C:8]2[O:9][CH:10]=[CH:11][CH:12]=2)[N:7]=1. The catalyst class is: 12. (4) Reactant: [Li+].CC([N-]C(C)C)C.[N:9]1([C:19]([O:21][C:22]([CH3:25])([CH3:24])[CH3:23])=[O:20])[CH2:14][CH2:13][CH:12]([C:15]([O:17][CH3:18])=[O:16])[CH2:11][CH2:10]1.CN(CCN(C)C)C.[O:34]=[CH:35][CH2:36][NH:37][C:38](=[O:44])[O:39][C:40]([CH3:43])([CH3:42])[CH3:41]. Product: [C:40]([O:39][C:38]([NH:37][CH2:36][CH:35]([C:12]1([C:15]([O:17][CH3:18])=[O:16])[CH2:11][CH2:10][N:9]([C:19]([O:21][C:22]([CH3:25])([CH3:24])[CH3:23])=[O:20])[CH2:14][CH2:13]1)[OH:34])=[O:44])([CH3:43])([CH3:42])[CH3:41]. The catalyst class is: 1.